This data is from Full USPTO retrosynthesis dataset with 1.9M reactions from patents (1976-2016). The task is: Predict the reactants needed to synthesize the given product. The reactants are: Cl.[CH3:2][N:3]([CH3:7])[CH2:4][CH2:5]Cl.[F:8][C:9]1[CH:28]=[CH:27][C:12]2[S:13][C:14]3[CH:26]=[CH:25][CH:24]=[CH:23][C:15]=3[C:16]3[S:17][C:18]([CH2:21][OH:22])=[N:19][C:20]=3[C:11]=2[CH:10]=1. Given the product [F:8][C:9]1[CH:28]=[CH:27][C:12]2[S:13][C:14]3[CH:26]=[CH:25][CH:24]=[CH:23][C:15]=3[C:16]3[S:17][C:18]([CH2:21][O:22][CH2:5][CH2:4][N:3]([CH3:7])[CH3:2])=[N:19][C:20]=3[C:11]=2[CH:10]=1, predict the reactants needed to synthesize it.